Dataset: NCI-60 drug combinations with 297,098 pairs across 59 cell lines. Task: Regression. Given two drug SMILES strings and cell line genomic features, predict the synergy score measuring deviation from expected non-interaction effect. (1) Drug 1: C1=CC(=CC=C1C#N)C(C2=CC=C(C=C2)C#N)N3C=NC=N3. Drug 2: CN(CC1=CN=C2C(=N1)C(=NC(=N2)N)N)C3=CC=C(C=C3)C(=O)NC(CCC(=O)O)C(=O)O. Cell line: PC-3. Synergy scores: CSS=73.7, Synergy_ZIP=4.07, Synergy_Bliss=0.0217, Synergy_Loewe=-16.9, Synergy_HSA=0.777. (2) Synergy scores: CSS=64.7, Synergy_ZIP=-14.0, Synergy_Bliss=-19.0, Synergy_Loewe=-17.2, Synergy_HSA=-13.3. Drug 2: CCC1(CC2CC(C3=C(CCN(C2)C1)C4=CC=CC=C4N3)(C5=C(C=C6C(=C5)C78CCN9C7C(C=CC9)(C(C(C8N6C)(C(=O)OC)O)OC(=O)C)CC)OC)C(=O)OC)O.OS(=O)(=O)O. Cell line: SF-539. Drug 1: C1=C(C(=O)NC(=O)N1)F. (3) Drug 1: C1CN1P(=S)(N2CC2)N3CC3. Drug 2: C1=CC=C(C=C1)NC(=O)CCCCCCC(=O)NO. Cell line: SNB-75. Synergy scores: CSS=15.8, Synergy_ZIP=-5.64, Synergy_Bliss=0.367, Synergy_Loewe=0.481, Synergy_HSA=2.13. (4) Drug 1: CN(C)C1=NC(=NC(=N1)N(C)C)N(C)C. Drug 2: CC1C(C(CC(O1)OC2CC(CC3=C2C(=C4C(=C3O)C(=O)C5=C(C4=O)C(=CC=C5)OC)O)(C(=O)CO)O)N)O.Cl. Cell line: SF-539. Synergy scores: CSS=41.6, Synergy_ZIP=-3.73, Synergy_Bliss=-7.11, Synergy_Loewe=-30.8, Synergy_HSA=-5.19. (5) Drug 1: CC1C(C(CC(O1)OC2CC(CC3=C2C(=C4C(=C3O)C(=O)C5=C(C4=O)C(=CC=C5)OC)O)(C(=O)C)O)N)O.Cl. Drug 2: C1=CN(C=N1)CC(O)(P(=O)(O)O)P(=O)(O)O. Cell line: CAKI-1. Synergy scores: CSS=4.71, Synergy_ZIP=-5.95, Synergy_Bliss=-20.6, Synergy_Loewe=-29.1, Synergy_HSA=-16.6. (6) Drug 1: C1=C(C(=O)NC(=O)N1)N(CCCl)CCCl. Drug 2: CCC1(C2=C(COC1=O)C(=O)N3CC4=CC5=C(C=CC(=C5CN(C)C)O)N=C4C3=C2)O.Cl. Cell line: SK-MEL-28. Synergy scores: CSS=7.09, Synergy_ZIP=-3.01, Synergy_Bliss=-2.60, Synergy_Loewe=-4.44, Synergy_HSA=-4.01. (7) Drug 1: C1CN1P(=S)(N2CC2)N3CC3. Drug 2: CC1=C(C(=CC=C1)Cl)NC(=O)C2=CN=C(S2)NC3=CC(=NC(=N3)C)N4CCN(CC4)CCO. Cell line: 786-0. Synergy scores: CSS=9.83, Synergy_ZIP=-0.825, Synergy_Bliss=3.63, Synergy_Loewe=0.182, Synergy_HSA=0.636. (8) Drug 1: C1=NC2=C(N1)C(=S)N=CN2. Drug 2: CCN(CC)CCCC(C)NC1=C2C=C(C=CC2=NC3=C1C=CC(=C3)Cl)OC. Cell line: SW-620. Synergy scores: CSS=26.1, Synergy_ZIP=-8.18, Synergy_Bliss=2.41, Synergy_Loewe=3.09, Synergy_HSA=3.48. (9) Drug 1: CC1=C(C=C(C=C1)C(=O)NC2=CC(=CC(=C2)C(F)(F)F)N3C=C(N=C3)C)NC4=NC=CC(=N4)C5=CN=CC=C5. Drug 2: C1CN1C2=NC(=NC(=N2)N3CC3)N4CC4. Cell line: TK-10. Synergy scores: CSS=5.31, Synergy_ZIP=-3.54, Synergy_Bliss=0.608, Synergy_Loewe=-8.33, Synergy_HSA=-3.63.